Dataset: Catalyst prediction with 721,799 reactions and 888 catalyst types from USPTO. Task: Predict which catalyst facilitates the given reaction. (1) Reactant: [F:1][C:2]1[CH:3]=[C:4]([C:9](=[O:33])[C:10]([NH:12][NH:13][C:14](=[O:32])[C:15]2[CH:20]=[CH:19][C:18]([O:21][CH2:22][C:23]3[CH:28]=[CH:27][CH:26]=[CH:25][CH:24]=3)=[C:17]([CH3:29])[C:16]=2[CH2:30][CH3:31])=[O:11])[CH:5]=[C:6]([F:8])[CH:7]=1. Product: [F:1][C:2]1[CH:3]=[C:4]([C@@H:9]([OH:33])[C:10]([NH:12][NH:13][C:14](=[O:32])[C:15]2[CH:20]=[CH:19][C:18]([O:21][CH2:22][C:23]3[CH:24]=[CH:25][CH:26]=[CH:27][CH:28]=3)=[C:17]([CH3:29])[C:16]=2[CH2:30][CH3:31])=[O:11])[CH:5]=[C:6]([F:8])[CH:7]=1. The catalyst class is: 207. (2) Reactant: [BH4-].[Li+].C([O:5][C:6]([C:8]1[CH2:12][C:11]([C:17]2[CH:22]=[C:21]([Cl:23])[CH:20]=[C:19]([Cl:24])[CH:18]=2)([C:13](F)(F)F)[O:10][N:9]=1)=O)C.Cl.C(=O)([O-])[O-].[K+].[K+]. Product: [Cl:24][C:19]1[CH:18]=[C:17]([C:11]2([CH3:13])[O:10][N:9]=[C:8]([CH2:6][OH:5])[CH2:12]2)[CH:22]=[C:21]([Cl:23])[CH:20]=1. The catalyst class is: 83.